Dataset: Forward reaction prediction with 1.9M reactions from USPTO patents (1976-2016). Task: Predict the product of the given reaction. The product is: [C:16]([O:20][C:21]([N:23]1[CH2:24][CH:25]2[CH:29]([CH2:28][N:27]([CH2:4][C:3]3[CH:6]=[CH:7][C:8]([F:10])=[CH:9][C:2]=3[F:1])[CH2:26]2)[CH2:30]1)=[O:22])([CH3:19])([CH3:17])[CH3:18]. Given the reactants [F:1][C:2]1[CH:9]=[C:8]([F:10])[CH:7]=[CH:6][C:3]=1[CH:4]=O.O1CCCC1.[C:16]([O:20][C:21]([N:23]1[CH2:30][CH:29]2[CH:25]([CH2:26][NH:27][CH2:28]2)[CH2:24]1)=[O:22])([CH3:19])([CH3:18])[CH3:17].C(O[BH-](OC(=O)C)OC(=O)C)(=O)C.[Na+], predict the reaction product.